Dataset: Blood-brain barrier permeability classification from the B3DB database. Task: Regression/Classification. Given a drug SMILES string, predict its absorption, distribution, metabolism, or excretion properties. Task type varies by dataset: regression for continuous measurements (e.g., permeability, clearance, half-life) or binary classification for categorical outcomes (e.g., BBB penetration, CYP inhibition). Dataset: b3db_classification. (1) The result is 1 (penetrates BBB). The compound is CN1CC[C@]23c4c5ccc(O)c4O[C@@]2(C)C(=O)CC[C@H]3[C@H]1C5. (2) The compound is CC1(C)OC2COC3(COS(N)(=O)=O)OC(C)(C)OC3C2O1. The result is 1 (penetrates BBB). (3) The drug is CCOC1CCN(C(=O)c2cc(-c3ccccc3)c(=O)n3c2-c2cc(Cl)ccc2CC3)C1. The result is 1 (penetrates BBB). (4) The result is 1 (penetrates BBB). The compound is Nc1nc(NC2CC2)c2ncn([C@@H]3C=C[C@@H](CO)C3)c2n1. (5) The compound is CC12CCC(=O)C=C1CCC1C2CCC2(C)C1CCC2(O)C(=O)CO. The result is 1 (penetrates BBB). (6) The compound is COc1cc2c(c(OC)c1OC)-c1ccc(OC)c(=O)cc1[C@@H](NC(C)=O)CC2. The result is 0 (does not penetrate BBB).